The task is: Predict the reaction yield, written as a fraction of the theoretical maximum amount of product (1.0 means a 100% yield; for example, 0.34 means a 34% yield).. This data is from Reaction yield outcomes from USPTO patents with 853,638 reactions. (1) The product is [O:16]=[C:11]1[CH2:12][CH2:13][CH2:14][CH2:15][N:10]1[C:2]1[C:7]([CH:8]=[O:9])=[CH:6][CH:5]=[CH:4][N:3]=1. The reactants are Br[C:2]1[C:7]([CH:8]=[O:9])=[CH:6][CH:5]=[CH:4][N:3]=1.[NH:10]1[CH2:15][CH2:14][CH2:13][CH2:12][C:11]1=[O:16].C(=O)([O-])[O-].[Cs+].[Cs+]. The catalyst is C1C=CC(/C=C/C(/C=C/C2C=CC=CC=2)=O)=CC=1.C1C=CC(/C=C/C(/C=C/C2C=CC=CC=2)=O)=CC=1.C1C=CC(/C=C/C(/C=C/C2C=CC=CC=2)=O)=CC=1.[Pd].[Pd].CC1(C)C2C=CC=C(P(C3C=CC=CC=3)C3C=CC=CC=3)C=2OC2C1=CC=CC=2P(C1C=CC=CC=1)C1C=CC=CC=1. The yield is 0.500. (2) The reactants are [OH:1][C@@H:2]1[CH2:6][CH2:5][N:4](C(OC(C)(C)C)=O)[CH2:3]1.[Cl:14][C:15]1[CH:20]=[CH:19][CH:18]=[CH:17][C:16]=1O. No catalyst specified. The product is [ClH:14].[Cl:14][C:15]1[CH:20]=[CH:19][CH:18]=[CH:17][C:16]=1[O:1][C@H:2]1[CH2:6][CH2:5][NH:4][CH2:3]1. The yield is 0.540. (3) The reactants are [O:1]1[CH2:6][CH2:5][CH:4]([NH2:7])[CH2:3][CH2:2]1.C(N(CC)CC)C.Cl[C:16]1[C:21]([N+:22]([O-:24])=[O:23])=[CH:20][CH:19]=[C:18]([Cl:25])[N:17]=1. The catalyst is C(Cl)(Cl)Cl. The product is [Cl:25][C:18]1[N:17]=[C:16]([NH:7][CH:4]2[CH2:5][CH2:6][O:1][CH2:2][CH2:3]2)[C:21]([N+:22]([O-:24])=[O:23])=[CH:20][CH:19]=1. The yield is 0.900. (4) The reactants are [C:1]([O:5][C:6]([NH:8][C@H:9]([C:13]([OH:15])=O)[CH:10]([CH3:12])[CH3:11])=[O:7])([CH3:4])([CH3:3])[CH3:2].C(N1C=CN=C1)(N1C=CN=C1)=O.[CH2:28]([NH2:32])[CH:29]([CH3:31])[CH3:30]. The catalyst is C1COCC1. The product is [C:1]([O:5][C:6]([NH:8][C@H:9]([C:13]([NH:32][CH2:28][CH:29]([CH3:31])[CH3:30])=[O:15])[CH:10]([CH3:11])[CH3:12])=[O:7])([CH3:2])([CH3:3])[CH3:4]. The yield is 0.830. (5) The reactants are [CH3:1][C:2]1[O:6][C:5]([C:7]2[CH:12]=[CH:11][CH:10]=[CH:9][CH:8]=2)=[N:4][C:3]=1[CH2:13][O:14][C:15]1[CH:22]=[CH:21][C:18]([CH:19]=[O:20])=[CH:17][CH:16]=1.O1CCCC1.[BH4-].[Na+].O. The catalyst is CO. The product is [CH3:1][C:2]1[O:6][C:5]([C:7]2[CH:8]=[CH:9][CH:10]=[CH:11][CH:12]=2)=[N:4][C:3]=1[CH2:13][O:14][C:15]1[CH:16]=[CH:17][C:18]([CH2:19][OH:20])=[CH:21][CH:22]=1. The yield is 0.980. (6) The reactants are ClC(OCC)=O.[S:7]1[C:11]([C@@H:12]2[CH2:14][C@H:13]2[C:15]([OH:17])=O)=[CH:10][N:9]=[CH:8]1.C(N(CC)CC)C.[N-:25]=[N+:26]=[N-:27].[Na+]. The catalyst is CC(C)=O.O. The product is [S:7]1[C:11]([C@@H:12]2[CH2:14][C@H:13]2[C:15]([N:25]=[N+:26]=[N-:27])=[O:17])=[CH:10][N:9]=[CH:8]1. The yield is 0.587.